Dataset: Full USPTO retrosynthesis dataset with 1.9M reactions from patents (1976-2016). Task: Predict the reactants needed to synthesize the given product. (1) Given the product [F:20][C:17]1[CH:18]=[CH:19][C:14]([C:13]2[C:9]3[CH:8]=[CH:7][C:6]([O:5][CH2:4][CH2:3][CH2:2][N:26]([CH2:27][CH2:28][O:29][CH3:30])[CH2:25][CH2:24][O:23][CH3:22])=[CH:21][C:10]=3[S:11][CH:12]=2)=[CH:15][CH:16]=1, predict the reactants needed to synthesize it. The reactants are: Br[CH2:2][CH2:3][CH2:4][O:5][C:6]1[CH:7]=[CH:8][C:9]2[C:13]([C:14]3[CH:19]=[CH:18][C:17]([F:20])=[CH:16][CH:15]=3)=[CH:12][S:11][C:10]=2[CH:21]=1.[CH3:22][O:23][CH2:24][CH2:25][NH:26][CH2:27][CH2:28][O:29][CH3:30]. (2) Given the product [OH:2][C:3]1[CH:4]=[C:5]([C:14]2[N:15]=[C:16]([C:19]3[C:20]([C:26]([F:27])([F:29])[F:28])=[N+:21]([O-:25])[CH:22]=[CH:23][CH:24]=3)[O:17][CH:18]=2)[CH:6]=[C:7]([N+:11]([O-:13])=[O:12])[C:8]=1[OH:9], predict the reactants needed to synthesize it. The reactants are: C[O:2][C:3]1[CH:4]=[C:5]([C:14]2[N:15]=[C:16]([C:19]3[C:20]([C:26]([F:29])([F:28])[F:27])=[N+:21]([O-:25])[CH:22]=[CH:23][CH:24]=3)[O:17][CH:18]=2)[CH:6]=[C:7]([N+:11]([O-:13])=[O:12])[C:8]=1[O:9]C.B(Br)(Br)Br. (3) Given the product [Cl:34][C:35]1[CH:40]=[CH:39][C:38]([C:6]2[C:11](=[O:12])[N:10]3[CH:13]=[CH:14][CH:15]=[CH:16][C:9]3=[N:8][C:7]=2[CH3:17])=[CH:37][CH:36]=1, predict the reactants needed to synthesize it. The reactants are: C(O)(=O)C.Br[C:6]1[C:11](=[O:12])[N:10]2[CH:13]=[CH:14][CH:15]=[CH:16][C:9]2=[N:8][C:7]=1[CH3:17].BrC1C(=O)N2C=CC=CC2=NC=1CCCC.[Cl:34][C:35]1[CH:40]=[CH:39][C:38](B(O)O)=[CH:37][CH:36]=1.COC1C=CC(B(O)O)=CC=1. (4) Given the product [F:1][C:2]1[CH:3]=[CH:4][C:5]([N:8]2[C:16]3[C:11](=[CH:12][C:13]([CH:17]([C:24]4[CH:25]=[CH:26][CH:27]=[CH:28][CH:29]=4)[C:18]([CH3:22])([CH3:23])[C:19]([NH:30][C:31]4[S:32][CH:33]=[CH:34][N:35]=4)=[O:21])=[CH:14][CH:15]=3)[CH:10]=[CH:9]2)=[CH:6][CH:7]=1, predict the reactants needed to synthesize it. The reactants are: [F:1][C:2]1[CH:7]=[CH:6][C:5]([N:8]2[C:16]3[C:11](=[CH:12][C:13]([CH:17]([C:24]4[CH:29]=[CH:28][CH:27]=[CH:26][CH:25]=4)[C:18]([CH3:23])([CH3:22])[C:19]([OH:21])=O)=[CH:14][CH:15]=3)[CH:10]=[CH:9]2)=[CH:4][CH:3]=1.[NH2:30][C:31]1[S:32][CH:33]=[CH:34][N:35]=1.C(N(C(C)C)CC)(C)C.CN(C(ON1N=NC2C=CC=NC1=2)=[N+](C)C)C.F[P-](F)(F)(F)(F)F. (5) Given the product [C:31]([CH:15]1[CH2:14][O:13][CH:12]([N:8]2[C:9]3[C:5](=[CH:4][CH:3]=[CH:11][CH:10]=3)[C:6]([C:18]3[CH:19]=[C:20]([C:21]([NH:54][CH2:53][C:52]4[CH:55]=[CH:56][C:49]([F:48])=[CH:50][CH:51]=4)=[O:23])[CH:24]=[CH:25][CH:26]=3)=[N:7]2)[CH2:17][CH2:16]1)#[N:33], predict the reactants needed to synthesize it. The reactants are: C([C:3]1[CH:4]=[C:5]2[C:9](=[CH:10][CH:11]=1)[N:8]([CH:12]1[CH2:17][CH2:16][CH2:15][CH2:14][O:13]1)[N:7]=[C:6]2[C:18]1[CH:19]=[C:20]([CH:24]=[CH:25][CH:26]=1)[C:21]([OH:23])=O)#N.C1C=CC2N(O)N=[N:33][C:31]=2C=1.CCN=C=NCCCN(C)C.[F:48][C:49]1[CH:56]=[CH:55][C:52]([CH2:53][NH2:54])=[CH:51][CH:50]=1.